From a dataset of Buchwald-Hartwig C-N cross coupling reaction yields with 55,370 reactions. Predict the reaction yield, written as a fraction of the theoretical maximum amount of product (1.0 means a 100% yield; for example, 0.34 means a 34% yield). (1) The reactants are Clc1cccnc1.Cc1ccc(N)cc1.O=S(=O)(O[Pd]1c2ccccc2-c2ccccc2N~1)C(F)(F)F.CC(C)c1cc(C(C)C)c(-c2ccccc2P(C(C)(C)C)C(C)(C)C)c(C(C)C)c1.CCN=P(N=P(N(C)C)(N(C)C)N(C)C)(N(C)C)N(C)C.Cc1cc(-c2ccccc2)on1. No catalyst specified. The product is Cc1ccc(Nc2cccnc2)cc1. The yield is 0.520. (2) The reactants are CCc1ccc(Br)cc1.Cc1ccc(N)cc1.O=S(=O)(O[Pd]1c2ccccc2-c2ccccc2N~1)C(F)(F)F.CC(C)c1cc(C(C)C)c(-c2ccccc2P(C2CCCCC2)C2CCCCC2)c(C(C)C)c1.CCN=P(N=P(N(C)C)(N(C)C)N(C)C)(N(C)C)N(C)C.Cc1cc(C)on1. No catalyst specified. The product is CCc1ccc(Nc2ccc(C)cc2)cc1. The yield is 0.617. (3) The reactants are Brc1cccnc1.Cc1ccc(N)cc1.O=S(=O)(O[Pd]1c2ccccc2-c2ccccc2N~1)C(F)(F)F.COc1ccc(OC)c(P(C(C)(C)C)C(C)(C)C)c1-c1c(C(C)C)cc(C(C)C)cc1C(C)C.CCN=P(N=P(N(C)C)(N(C)C)N(C)C)(N(C)C)N(C)C.c1ccc(CN(Cc2ccccc2)c2ccno2)cc1. No catalyst specified. The product is Cc1ccc(Nc2cccnc2)cc1. The yield is 0.536. (4) The reactants are COc1ccc(I)cc1.Cc1ccc(N)cc1.O=S(=O)(O[Pd]1c2ccccc2-c2ccccc2N~1)C(F)(F)F.COc1ccc(OC)c(P([C@]23C[C@H]4C[C@H](C[C@H](C4)C2)C3)[C@]23C[C@H]4C[C@H](C[C@H](C4)C2)C3)c1-c1c(C(C)C)cc(C(C)C)cc1C(C)C.CCN=P(N=P(N(C)C)(N(C)C)N(C)C)(N(C)C)N(C)C.c1ccc2nocc2c1. No catalyst specified. The product is COc1ccc(Nc2ccc(C)cc2)cc1. The yield is 0.110. (5) The reactants are COc1ccc(Br)cc1.Cc1ccc(N)cc1.O=S(=O)(O[Pd]1c2ccccc2-c2ccccc2N~1)C(F)(F)F.CC(C)c1cc(C(C)C)c(-c2ccccc2P(C(C)(C)C)C(C)(C)C)c(C(C)C)c1.CCN=P(N=P(N(C)C)(N(C)C)N(C)C)(N(C)C)N(C)C.Cc1cc(C)on1. No catalyst specified. The product is COc1ccc(Nc2ccc(C)cc2)cc1. The yield is 0.449. (6) The reactants are FC(F)(F)c1ccc(I)cc1.Cc1ccc(N)cc1.O=S(=O)(O[Pd]1c2ccccc2-c2ccccc2N~1)C(F)(F)F.CC(C)c1cc(C(C)C)c(-c2ccccc2P(C(C)(C)C)C(C)(C)C)c(C(C)C)c1.CN(C)C(=NC(C)(C)C)N(C)C.COC(=O)c1cc(-c2cccs2)on1. No catalyst specified. The product is Cc1ccc(Nc2ccc(C(F)(F)F)cc2)cc1. The yield is 0.374.